This data is from Forward reaction prediction with 1.9M reactions from USPTO patents (1976-2016). The task is: Predict the product of the given reaction. (1) Given the reactants OC1C=C(N2C3C(=NC(OC)=CC=3)N=C2)SC=1C(OC)=O.[OH:22][C:23]1[CH:27]=[C:26]([N:28]2[C:32]3=[N:33][C:34]([O:37][CH3:38])=[CH:35][CH:36]=[C:31]3[N:30]=[CH:29]2)[S:25][C:24]=1[C:39]([O:41][CH3:42])=[O:40].C([O-])([O-])=O.[K+].[K+].Br[CH2:50][C:51]1[CH:56]=[CH:55][CH:54]=[CH:53][C:52]=1[C:57]([F:60])([F:59])[F:58], predict the reaction product. The product is: [CH3:38][O:37][C:34]1[N:33]=[C:32]2[N:28]([C:26]3[S:25][C:24]([C:39]([O:41][CH3:42])=[O:40])=[C:23]([O:22][CH2:50][C:51]4[CH:56]=[CH:55][CH:54]=[CH:53][C:52]=4[C:57]([F:58])([F:59])[F:60])[CH:27]=3)[CH:29]=[N:30][C:31]2=[CH:36][CH:35]=1. (2) Given the reactants Br[C:2]1[CH:3]=[C:4]2[C:9](=[CH:10][CH:11]=1)[N:8]=[C:7]([C:12]1[CH:13]=[N:14][CH:15]=[CH:16][CH:17]=1)[N:6]=[C:5]2[NH:18][CH3:19].CC1(C)C(C)(C)OB([C:28]2[CH:29]=[C:30]([CH:35]=[CH:36][CH:37]=2)[C:31]([O:33][CH3:34])=[O:32])O1.C([O-])([O-])=O.[K+].[K+].O1CCOCC1, predict the reaction product. The product is: [CH3:19][NH:18][C:5]1[C:4]2[C:9](=[CH:10][CH:11]=[C:2]([C:28]3[CH:29]=[C:30]([CH:35]=[CH:36][CH:37]=3)[C:31]([O:33][CH3:34])=[O:32])[CH:3]=2)[N:8]=[C:7]([C:12]2[CH:13]=[N:14][CH:15]=[CH:16][CH:17]=2)[N:6]=1. (3) Given the reactants [Cl:1][C:2]1[CH:3]=[C:4]([N+:28]([O-])=O)[C:5]([O:8][CH2:9][C:10]([N:12]2[CH2:17][C@H:16]([CH3:18])[N:15]([CH2:19][C:20]3[CH:25]=[CH:24][C:23]([F:26])=[CH:22][CH:21]=3)[CH2:14][C@H:13]2[CH3:27])=[O:11])=[N:6][CH:7]=1.[H][H], predict the reaction product. The product is: [NH2:28][C:4]1[C:5]([O:8][CH2:9][C:10]([N:12]2[CH2:17][C@H:16]([CH3:18])[N:15]([CH2:19][C:20]3[CH:21]=[CH:22][C:23]([F:26])=[CH:24][CH:25]=3)[CH2:14][C@H:13]2[CH3:27])=[O:11])=[N:6][CH:7]=[C:2]([Cl:1])[CH:3]=1. (4) Given the reactants [Cl:1][C:2]1[CH:7]=[CH:6][CH:5]=[CH:4][C:3]=1[N:8]1[C:12]([S:13]([C:16]2[CH:17]=[N:18][C:19](Cl)=[CH:20][CH:21]=2)(=[O:15])=[O:14])=[CH:11][C:10]([CH2:23][N:24]([CH3:32])[C:25](=[O:31])[O:26][C:27]([CH3:30])([CH3:29])[CH3:28])=[N:9]1.[CH3:33][O-:34].[Na+].CO, predict the reaction product. The product is: [Cl:1][C:2]1[CH:7]=[CH:6][CH:5]=[CH:4][C:3]=1[N:8]1[C:12]([S:13]([C:16]2[CH:17]=[N:18][C:19]([O:34][CH3:33])=[CH:20][CH:21]=2)(=[O:15])=[O:14])=[CH:11][C:10]([CH2:23][N:24]([CH3:32])[C:25](=[O:31])[O:26][C:27]([CH3:30])([CH3:28])[CH3:29])=[N:9]1.